From a dataset of Reaction yield outcomes from USPTO patents with 853,638 reactions. Predict the reaction yield, written as a fraction of the theoretical maximum amount of product (1.0 means a 100% yield; for example, 0.34 means a 34% yield). (1) The reactants are [CH2:1]([O:8][C:9](=[O:21])[N:10]([CH3:20])[CH2:11][CH2:12][NH:13]C(=O)C(F)(F)F)[C:2]1[CH:7]=[CH:6][CH:5]=[CH:4][CH:3]=1.[Li+].[OH-]. The catalyst is CO.O. The product is [CH2:1]([O:8][C:9](=[O:21])[N:10]([CH2:11][CH2:12][NH2:13])[CH3:20])[C:2]1[CH:7]=[CH:6][CH:5]=[CH:4][CH:3]=1. The yield is 0.890. (2) The reactants are [N+:1]([C:4]1[CH:9]=[CH:8][C:7]([C:10]2([C:13]([O:15][CH3:16])=[O:14])[CH2:12][CH2:11]2)=[CH:6][CH:5]=1)([O-])=O. The catalyst is CO.[Ni]. The product is [NH2:1][C:4]1[CH:5]=[CH:6][C:7]([C:10]2([C:13]([O:15][CH3:16])=[O:14])[CH2:12][CH2:11]2)=[CH:8][CH:9]=1. The yield is 0.660. (3) The reactants are [CH3:1][O:2][C:3]1[CH:4]=[C:5]([C:11]2[C:16]3[O:17][C:18]([C:20]([N:22]4[CH2:27][CH2:26][N:25]([S:28]([CH3:31])(=[O:30])=[O:29])[CH2:24][CH2:23]4)=[O:21])=[CH:19][C:15]=3[C:14](=[O:32])[NH:13][N:12]=2)[CH:6]=[CH:7][C:8]=1[O:9][CH3:10].[H-].[Na+].[CH3:35]I.O. The catalyst is CN(C=O)C. The product is [CH3:1][O:2][C:3]1[CH:4]=[C:5]([C:11]2[C:16]3[O:17][C:18]([C:20]([N:22]4[CH2:23][CH2:24][N:25]([S:28]([CH3:31])(=[O:30])=[O:29])[CH2:26][CH2:27]4)=[O:21])=[CH:19][C:15]=3[C:14](=[O:32])[N:13]([CH3:35])[N:12]=2)[CH:6]=[CH:7][C:8]=1[O:9][CH3:10]. The yield is 0.390. (4) The reactants are I[C:2]1[CH:3]=[C:4]([CH:8]=[C:9]([N+:11]([O-:13])=[O:12])[CH:10]=1)[C:5]([OH:7])=[O:6].B(O)(O)[C:15]1[CH:16]=[CH:17][C:18]([CH3:21])=[CH:19][CH:20]=1.C([O-])([O-])=O.[Cs+].[Cs+].[OH-].[Na+]. The catalyst is C1(C)C=CC=CC=1.C(O)C.O.C1C=CC([P]([Pd]([P](C2C=CC=CC=2)(C2C=CC=CC=2)C2C=CC=CC=2)([P](C2C=CC=CC=2)(C2C=CC=CC=2)C2C=CC=CC=2)[P](C2C=CC=CC=2)(C2C=CC=CC=2)C2C=CC=CC=2)(C2C=CC=CC=2)C2C=CC=CC=2)=CC=1. The product is [CH3:21][C:18]1[CH:19]=[CH:20][C:15]([C:2]2[CH:10]=[C:9]([N+:11]([O-:13])=[O:12])[CH:8]=[C:4]([C:5]([OH:7])=[O:6])[CH:3]=2)=[CH:16][CH:17]=1. The yield is 0.972. (5) The reactants are BrC1C=C(OC)C(N2CCN(C)CC2)=NC=1.Cl[C:18]1[CH:23]=[C:22]([O:24][CH3:25])[CH:21]=[CH:20][N:19]=1.Cl.[CH3:27][N:28]1[CH2:33][CH2:32][N:31]([CH:34]2[CH2:39][CH2:38][NH:37][CH2:36][CH2:35]2)[CH2:30][CH2:29]1. No catalyst specified. The product is [O:24]([C:22]1[CH:21]=[CH:20][N:19]=[C:18]([N:37]2[CH2:36][CH2:35][CH:34]([N:31]3[CH2:30][CH2:29][N:28]([CH3:27])[CH2:33][CH2:32]3)[CH2:39][CH2:38]2)[CH:23]=1)[CH3:25]. The yield is 0.580.